Dataset: Full USPTO retrosynthesis dataset with 1.9M reactions from patents (1976-2016). Task: Predict the reactants needed to synthesize the given product. Given the product [F:1][C:2]1[CH:3]=[C:4]([N:16]2[C:24]3[CH:23]=[CH:22][CH:21]=[C:20]([OH:25])[C:19]=3[C:18]([CH3:33])=[N:17]2)[CH:5]=[CH:6][C:7]=1[OH:8], predict the reactants needed to synthesize it. The reactants are: [F:1][C:2]1[CH:3]=[C:4]([N:16]2[C:24]3[C:19](=[C:20]([O:25]CC4C=CC=CC=4)[CH:21]=[CH:22][CH:23]=3)[C:18]([CH3:33])=[N:17]2)[CH:5]=[CH:6][C:7]=1[O:8]CC1C=CC=CC=1.